The task is: Predict the reactants needed to synthesize the given product.. This data is from Full USPTO retrosynthesis dataset with 1.9M reactions from patents (1976-2016). (1) The reactants are: [C:1]1([CH2:7][CH2:8][CH:9](O)[CH:10]=[CH2:11])[CH:6]=[CH:5][CH:4]=[CH:3][CH:2]=1.S(=O)(=O)(O)[NH2:14].[CH3:18][C:19]([O:22][C:23]([O:25]C(OC(C)(C)C)=O)=O)([CH3:21])[CH3:20].[OH-].[Na+]. Given the product [C:1]1([CH2:7][CH2:8][CH:9]([NH:14][C:23](=[O:25])[O:22][C:19]([CH3:21])([CH3:20])[CH3:18])[CH:10]=[CH2:11])[CH:6]=[CH:5][CH:4]=[CH:3][CH:2]=1, predict the reactants needed to synthesize it. (2) Given the product [CH3:21][N:3]1[C:4](=[O:20])[CH:5]=[C:6]([C:8]2[CH:13]=[CH:12][N:11]=[C:10]([C:14]3[CH:19]=[CH:18][CH:17]=[CH:16][CH:15]=3)[N:9]=2)[N:7]=[C:2]1[N:25]1[CH2:26][CH2:27][O:28][CH2:29][C@H:24]1[CH3:23], predict the reactants needed to synthesize it. The reactants are: Cl[C:2]1[N:3]([CH3:21])[C:4](=[O:20])[CH:5]=[C:6]([C:8]2[CH:13]=[CH:12][N:11]=[C:10]([C:14]3[CH:19]=[CH:18][CH:17]=[CH:16][CH:15]=3)[N:9]=2)[N:7]=1.Cl.[CH3:23][C@@H:24]1[CH2:29][O:28][CH2:27][CH2:26][NH:25]1.C(N(C(C)C)CC)(C)C.O.